This data is from Full USPTO retrosynthesis dataset with 1.9M reactions from patents (1976-2016). The task is: Predict the reactants needed to synthesize the given product. (1) Given the product [CH:1]1([NH:7][C:8]2[C:9]([NH2:15])=[CH:10][CH:11]=[C:12]([F:14])[CH:13]=2)[CH2:2][CH2:3][CH2:4][CH2:5][CH2:6]1, predict the reactants needed to synthesize it. The reactants are: [CH:1]1([NH:7][C:8]2[CH:13]=[C:12]([F:14])[CH:11]=[CH:10][C:9]=2[N+:15]([O-])=O)[CH2:6][CH2:5][CH2:4][CH2:3][CH2:2]1. (2) The reactants are: [Si:1]([O:8][CH2:9][C:10]([NH:13][C:14]([C:16]1[C:20]2=[N:21][C:22]([C:25]3[C:33]4[C:28](=[CH:29][C:30]([CH3:34])=[CH:31][CH:32]=4)[NH:27][N:26]=3)=[CH:23][N:24]=[C:19]2[N:18]([C:35]([C:48]2[CH:53]=[CH:52][CH:51]=[CH:50][CH:49]=2)([C:42]2[CH:47]=[CH:46][CH:45]=[CH:44][CH:43]=2)[C:36]2[CH:41]=[CH:40][CH:39]=[CH:38][CH:37]=2)[CH:17]=1)=[O:15])([CH3:12])[CH3:11])([C:4]([CH3:7])([CH3:6])[CH3:5])([CH3:3])[CH3:2].Cl[CH2:55][CH2:56][CH2:57][N:58]1[CH2:63][CH2:62][O:61][CH2:60][CH2:59]1.C([O-])([O-])=O.[K+].[K+]. Given the product [Si:1]([O:8][CH2:9][C:10]([NH:13][C:14]([C:16]1[C:20]2=[N:21][C:22]([C:25]3[C:33]4[C:28](=[CH:29][C:30]([CH3:34])=[CH:31][CH:32]=4)[N:27]([CH2:55][CH2:56][CH2:57][N:58]4[CH2:63][CH2:62][O:61][CH2:60][CH2:59]4)[N:26]=3)=[CH:23][N:24]=[C:19]2[N:18]([C:35]([C:36]2[CH:37]=[CH:38][CH:39]=[CH:40][CH:41]=2)([C:42]2[CH:43]=[CH:44][CH:45]=[CH:46][CH:47]=2)[C:48]2[CH:49]=[CH:50][CH:51]=[CH:52][CH:53]=2)[CH:17]=1)=[O:15])([CH3:11])[CH3:12])([C:4]([CH3:6])([CH3:7])[CH3:5])([CH3:2])[CH3:3], predict the reactants needed to synthesize it. (3) The reactants are: CC([O-])(C)C.[K+].C([O:12][N:13]=O)CC(C)C.[CH2:15]1[CH2:25][C:23](=[O:24])[C:22]2[C:17](=[CH:18][CH:19]=[CH:20][CH:21]=2)[CH2:16]1.Cl. Given the product [C:23]1(=[O:24])[C:22]2[C:17](=[CH:18][CH:19]=[CH:20][CH:21]=2)[CH2:16][CH2:15][C:25]1=[N:13][OH:12], predict the reactants needed to synthesize it. (4) Given the product [F:11][C:4]1[CH:5]=[C:6]([N+:8]([O-:10])=[O:9])[CH:7]=[C:2]([F:1])[C:3]=1[N:20]1[CH2:21][CH2:22][C:17]2([O:16][CH2:15][CH2:14][O:13]2)[CH2:18][CH2:19]1, predict the reactants needed to synthesize it. The reactants are: [F:1][C:2]1[CH:7]=[C:6]([N+:8]([O-:10])=[O:9])[CH:5]=[C:4]([F:11])[C:3]=1F.[O:13]1[C:17]2([CH2:22][CH2:21][NH:20][CH2:19][CH2:18]2)[O:16][CH2:15][CH2:14]1.C(=O)([O-])[O-].[K+].[K+]. (5) Given the product [CH3:37][O:1][C:2]1[C:3](=[O:36])[CH:4]=[C:5]([N:22]([CH3:35])[CH2:23][CH2:24][CH2:25][C:26]([O:28][CH2:29][CH2:30][CH2:31][CH2:32][CH2:33][CH3:34])=[O:27])[C:6](=[O:21])[C:7]=1[CH2:8][CH2:9][CH2:10][CH2:11][CH2:12][CH2:13][CH2:14][CH2:15][CH2:16][CH2:17][CH2:18][CH2:19][CH3:20], predict the reactants needed to synthesize it. The reactants are: [OH:1][C:2]1[C:3](=[O:36])[CH:4]=[C:5]([N:22]([CH3:35])[CH2:23][CH2:24][CH2:25][C:26]([O:28][CH2:29][CH2:30][CH2:31][CH2:32][CH2:33][CH3:34])=[O:27])[C:6](=[O:21])[C:7]=1[CH2:8][CH2:9][CH2:10][CH2:11][CH2:12][CH2:13][CH2:14][CH2:15][CH2:16][CH2:17][CH2:18][CH2:19][CH3:20].[C:37](=O)([O-])[O-].[K+].[K+].S(OC)(OC)(=O)=O. (6) Given the product [Cl:12][C:6]1[CH:7]=[C:8]([Cl:11])[CH:9]=[CH:10][C:5]=1[C:4]1[N:13]=[C:14]([OH:15])[N:24]2[N:23]=[C:21]([C:20]([F:26])([F:25])[F:19])[N:2]=[C:1]2[CH:3]=1, predict the reactants needed to synthesize it. The reactants are: [C:1]([CH:3]=[C:4]([NH:13][C:14](=O)[O:15]CC)[C:5]1[CH:10]=[CH:9][C:8]([Cl:11])=[CH:7][C:6]=1[Cl:12])#[N:2].[F:19][C:20]([F:26])([F:25])[C:21]([NH:23][NH2:24])=O.O.C(OCC)(=O)C.